Dataset: Forward reaction prediction with 1.9M reactions from USPTO patents (1976-2016). Task: Predict the product of the given reaction. (1) Given the reactants [CH:1]1[C:6]([OH:7])=[CH:5][CH:4]=[CH:3][C:2]=1[CH3:8].[CH3:9][C:10]1[O:14][C:13]([C:15]2[CH:20]=[CH:19][CH:18]=[CH:17][CH:16]=2)=[N:12][C:11]=1[CH2:21][CH2:22]O.C1(P(C2C=CC=CC=2)C2C=CC=CC=2)C=CC=CC=1.N(C(OCC)=O)=NC(OCC)=O, predict the reaction product. The product is: [CH3:9][C:10]1[O:14][C:13]([C:15]2[CH:16]=[CH:17][CH:18]=[CH:19][CH:20]=2)=[N:12][C:11]=1[CH2:21][CH2:22][O:7][C:6]1[CH:1]=[C:2]([CH3:8])[CH:3]=[CH:4][CH:5]=1. (2) Given the reactants [F:1][C:2]1[C:3]([C:19]2[CH:24]=[CH:23][C:22]([NH:25]C(OC(C)(C)C)=O)=[C:21]([F:33])[CH:20]=2)=[CH:4][CH:5]=[C:6]2[C:10]=1[NH:9][N:8]=[C:7]2[C:11]1[S:12][CH:13]=[CH:14][C:15]=1[C:16]([NH2:18])=[O:17].Cl, predict the reaction product. The product is: [F:1][C:2]1[C:3]([C:19]2[CH:24]=[CH:23][C:22]([NH2:25])=[C:21]([F:33])[CH:20]=2)=[CH:4][CH:5]=[C:6]2[C:10]=1[NH:9][N:8]=[C:7]2[C:11]1[S:12][CH:13]=[CH:14][C:15]=1[C:16]([NH2:18])=[O:17]. (3) Given the reactants C([O:3][C:4]([C:6]1[N:7]([CH3:18])[N:8]=[C:9]([C:11]2[CH:16]=[CH:15][C:14]([Cl:17])=[CH:13][CH:12]=2)[CH:10]=1)=O)C.[H-].[Al+3].[Li+].[H-].[H-].[H-], predict the reaction product. The product is: [Cl:17][C:14]1[CH:13]=[CH:12][C:11]([C:9]2[CH:10]=[C:6]([CH2:4][OH:3])[N:7]([CH3:18])[N:8]=2)=[CH:16][CH:15]=1. (4) Given the reactants [CH3:1][N:2]1[C:6]([C:7]2[C:12]([OH:13])=[CH:11][CH:10]=[C:9]([CH3:14])[N:8]=2)=[CH:5][C:4]([CH3:15])=[N:3]1.Cl[C:17]1[C:26]2[C:21](=[CH:22][C:23]([O:29][CH3:30])=[C:24]([O:27][CH3:28])[CH:25]=2)[N:20]=[CH:19][CH:18]=1.C(=O)([O-])[O-].[Cs+].[Cs+].O, predict the reaction product. The product is: [CH3:1][N:2]1[C:6]([C:7]2[C:12]([O:13][C:17]3[C:26]4[C:21](=[CH:22][C:23]([O:29][CH3:30])=[C:24]([O:27][CH3:28])[CH:25]=4)[N:20]=[CH:19][CH:18]=3)=[CH:11][CH:10]=[C:9]([CH3:14])[N:8]=2)=[CH:5][C:4]([CH3:15])=[N:3]1. (5) The product is: [NH2:18][C:16]1[N:15]=[C:14]([N:19]2[CH2:24][CH2:23][O:22][CH2:21][CH2:20]2)[N:13]=[C:12]([NH:11][C:9](=[O:10])[CH3:8])[CH:17]=1. Given the reactants C([CH:8](C(OC(C)(C)C)=O)[C:9]([NH:11][C:12]1[CH:17]=[C:16]([NH2:18])[N:15]=[C:14]([N:19]2[CH2:24][CH2:23][O:22][CH2:21][CH2:20]2)[N:13]=1)=[O:10])(OC(C)(C)C)=O.FC(F)(F)C(O)=O, predict the reaction product.